Dataset: Forward reaction prediction with 1.9M reactions from USPTO patents (1976-2016). Task: Predict the product of the given reaction. Given the reactants Cl[C:2]1[C:26]([CH3:27])=[CH:25][C:5]2[N:6]=[C:7]3[C:12]([N:13]([CH2:14][CH2:15][CH2:16][C:17]4[CH:22]=[CH:21][CH:20]=[CH:19][CH:18]=4)[C:4]=2[CH:3]=1)=[N:11][C:10](=[O:23])[NH:9][C:8]3=[O:24].C(N(CC)CC)C.[H][H], predict the reaction product. The product is: [CH3:27][C:26]1[CH:2]=[CH:3][C:4]2[N:13]([CH2:14][CH2:15][CH2:16][C:17]3[CH:18]=[CH:19][CH:20]=[CH:21][CH:22]=3)[C:12]3[C:7]([C:8](=[O:24])[NH:9][C:10](=[O:23])[N:11]=3)=[N:6][C:5]=2[CH:25]=1.